Predict the reactants needed to synthesize the given product. From a dataset of Full USPTO retrosynthesis dataset with 1.9M reactions from patents (1976-2016). (1) Given the product [N:13]1([S:10]([C:7]2[CH:6]=[CH:5][C:4]([NH2:1])=[CH:9][CH:8]=2)(=[O:12])=[O:11])[CH2:14][CH2:15][CH2:16][CH2:17][CH2:18]1, predict the reactants needed to synthesize it. The reactants are: [N+:1]([C:4]1[CH:9]=[CH:8][C:7]([S:10]([N:13]2[CH2:18][CH2:17][CH2:16][CH2:15][CH2:14]2)(=[O:12])=[O:11])=[CH:6][CH:5]=1)([O-])=O.[Cl-].[NH4+].C(O)C.NO. (2) Given the product [CH:10](=[N:4][C:3]1[C:5]([CH3:9])=[CH:6][CH:7]=[CH:8][C:2]=1[CH3:1])[CH3:11], predict the reactants needed to synthesize it. The reactants are: [CH3:1][C:2]1[CH:8]=[CH:7][CH:6]=[C:5]([CH3:9])[C:3]=1[NH2:4].[CH:10](=O)[CH3:11].